Regression. Given two drug SMILES strings and cell line genomic features, predict the synergy score measuring deviation from expected non-interaction effect. From a dataset of NCI-60 drug combinations with 297,098 pairs across 59 cell lines. (1) Drug 1: C1=CC(=CC=C1CCC2=CNC3=C2C(=O)NC(=N3)N)C(=O)NC(CCC(=O)O)C(=O)O. Drug 2: C1C(C(OC1N2C=C(C(=O)NC2=O)F)CO)O. Cell line: DU-145. Synergy scores: CSS=55.1, Synergy_ZIP=2.25, Synergy_Bliss=2.62, Synergy_Loewe=6.83, Synergy_HSA=8.83. (2) Drug 1: C1=CC(=C2C(=C1NCCNCCO)C(=O)C3=C(C=CC(=C3C2=O)O)O)NCCNCCO. Drug 2: C1CCC(CC1)NC(=O)N(CCCl)N=O. Cell line: CCRF-CEM. Synergy scores: CSS=48.1, Synergy_ZIP=-9.03, Synergy_Bliss=-13.5, Synergy_Loewe=-18.3, Synergy_HSA=-10.6. (3) Synergy scores: CSS=9.30, Synergy_ZIP=-3.66, Synergy_Bliss=0.312, Synergy_Loewe=-5.28, Synergy_HSA=-1.84. Drug 1: CN(C)N=NC1=C(NC=N1)C(=O)N. Drug 2: CCC1(C2=C(COC1=O)C(=O)N3CC4=CC5=C(C=CC(=C5CN(C)C)O)N=C4C3=C2)O.Cl. Cell line: TK-10. (4) Drug 1: CC(C)(C#N)C1=CC(=CC(=C1)CN2C=NC=N2)C(C)(C)C#N. Drug 2: C1=NC2=C(N1)C(=S)N=CN2. Cell line: M14. Synergy scores: CSS=30.6, Synergy_ZIP=1.47, Synergy_Bliss=2.99, Synergy_Loewe=1.99, Synergy_HSA=3.58. (5) Drug 1: C1=CC(=CC=C1CC(C(=O)O)N)N(CCCl)CCCl.Cl. Drug 2: CC12CCC3C(C1CCC2OP(=O)(O)O)CCC4=C3C=CC(=C4)OC(=O)N(CCCl)CCCl.[Na+]. Cell line: DU-145. Synergy scores: CSS=1.29, Synergy_ZIP=-0.354, Synergy_Bliss=-0.858, Synergy_Loewe=-5.12, Synergy_HSA=-3.45. (6) Drug 1: CC12CCC(CC1=CCC3C2CCC4(C3CC=C4C5=CN=CC=C5)C)O. Drug 2: CN1C(=O)N2C=NC(=C2N=N1)C(=O)N. Cell line: DU-145. Synergy scores: CSS=-9.51, Synergy_ZIP=2.39, Synergy_Bliss=-0.572, Synergy_Loewe=-6.96, Synergy_HSA=-5.23. (7) Drug 1: CC1C(C(CC(O1)OC2CC(CC3=C2C(=C4C(=C3O)C(=O)C5=C(C4=O)C(=CC=C5)OC)O)(C(=O)CO)O)N)O.Cl. Drug 2: C(CCl)NC(=O)N(CCCl)N=O. Cell line: SNB-75. Synergy scores: CSS=-0.979, Synergy_ZIP=-0.220, Synergy_Bliss=-2.00, Synergy_Loewe=-0.834, Synergy_HSA=-2.76.